This data is from Full USPTO retrosynthesis dataset with 1.9M reactions from patents (1976-2016). The task is: Predict the reactants needed to synthesize the given product. The reactants are: [CH3:1][O:2][C:3]1[C:8]([C:9]([OH:11])=O)=[CH:7][C:6]([C:12]([NH2:14])=[O:13])=[CH:5][CH:4]=1.[Br:15][C:16]1[CH:22]=[CH:21][C:19]([NH2:20])=[CH:18][CH:17]=1. Given the product [Br:15][C:16]1[CH:22]=[CH:21][C:19]([NH:20][C:9](=[O:11])[C:8]2[CH:7]=[C:6]([CH:5]=[CH:4][C:3]=2[O:2][CH3:1])[C:12]([NH2:14])=[O:13])=[CH:18][CH:17]=1, predict the reactants needed to synthesize it.